This data is from Full USPTO retrosynthesis dataset with 1.9M reactions from patents (1976-2016). The task is: Predict the reactants needed to synthesize the given product. (1) Given the product [NH:28]1[C:32]2=[N:33][CH:34]=[C:35]([C:37]3[C:38]([C@@H:43]([NH2:53])[CH2:44][C:45]4[CH:46]=[C:47]([F:52])[CH:48]=[C:49]([F:51])[CH:50]=4)=[N:39][CH:40]=[N:41][CH:42]=3)[CH:36]=[C:31]2[CH:30]=[CH:29]1, predict the reactants needed to synthesize it. The reactants are: N[C@H](C1C(C2C=CC(F)=C(C=2)C(N)=O)=CN=CN=1)CC1C=C(F)C=C(F)C=1.[NH:28]1[C:32]2=[N:33][CH:34]=[C:35]([C:37]3[C:38]([C@@H:43]([NH:53]C(=O)OC(C)(C)C)[CH2:44][C:45]4[CH:50]=[C:49]([F:51])[CH:48]=[C:47]([F:52])[CH:46]=4)=[N:39][CH:40]=[N:41][CH:42]=3)[CH:36]=[C:31]2[CH:30]=[CH:29]1. (2) Given the product [C:12]1([CH3:25])[C:13]([C:18]([NH:20][CH2:21][C:22](=[O:24])[CH3:23])=[O:19])=[CH:14][CH:15]=[CH:16][CH:17]=1, predict the reactants needed to synthesize it. The reactants are: [Cr](Cl)([O-])(=O)=O.[NH+]1C=CC=CC=1.[C:12]1([CH3:25])[C:13]([C:18]([NH:20][CH2:21][CH:22]([OH:24])[CH3:23])=[O:19])=[CH:14][CH:15]=[CH:16][CH:17]=1. (3) Given the product [CH:29]1([C:26]2[CH:27]=[CH:28][C:23]([C:19]3[N:18]([CH3:20])[N:17]=[CH:16][C:15]=3[C:14]3[C:7]4[C:8](=[N:9][CH:10]=[N:11][C:6]=4[N:4]4[CH2:3][CH:2]([F:1])[CH2:5]4)[N:12]([CH3:21])[N:13]=3)=[CH:24][CH:25]=2)[CH2:31][CH2:30]1, predict the reactants needed to synthesize it. The reactants are: [F:1][CH:2]1[CH2:5][N:4]([C:6]2[N:11]=[CH:10][N:9]=[C:8]3[N:12]([CH3:21])[N:13]=[C:14]([C:15]4[CH:16]=[N:17][N:18]([CH3:20])[CH:19]=4)[C:7]=23)[CH2:3]1.Br[C:23]1[CH:28]=[CH:27][C:26]([CH:29]2[CH2:31][CH2:30]2)=[CH:25][CH:24]=1.C(=O)([O-])[O-].[K+].[K+]. (4) The reactants are: [Cl:1][C:2]1[C:7]([C:8]([O:10]CC)=[O:9])=[CH:6][N:5]=[C:4]2[NH:13][CH:14]=[CH:15][C:3]=12.[OH-].[Na+].Cl. Given the product [Cl:1][C:2]1[C:7]([C:8]([OH:10])=[O:9])=[CH:6][N:5]=[C:4]2[NH:13][CH:14]=[CH:15][C:3]=12, predict the reactants needed to synthesize it. (5) Given the product [ClH:1].[ClH:1].[S:26]1[C:35]2[CH:34]=[C:33]([CH2:36][NH:3][CH:4]3[CH2:9][CH2:8][N:7]([CH2:10][CH:11]4[N:22]5[C:23]6[N:14]([C:15](=[O:25])[CH:16]=[N:17][C:18]=6[CH:19]=[CH:20][C:21]5=[O:24])[CH2:13][CH2:12]4)[CH2:6][CH2:5]3)[N:32]=[CH:31][C:30]=2[O:29][CH2:28][CH2:27]1, predict the reactants needed to synthesize it. The reactants are: [ClH:1].Cl.[NH2:3][CH:4]1[CH2:9][CH2:8][N:7]([CH2:10][CH:11]2[N:22]3[C:23]4[N:14]([C:15](=[O:25])[CH:16]=[N:17][C:18]=4[CH:19]=[CH:20][C:21]3=[O:24])[CH2:13][CH2:12]2)[CH2:6][CH2:5]1.[S:26]1[C:35]2[CH:34]=[C:33]([CH:36]=O)[N:32]=[CH:31][C:30]=2[O:29][CH2:28][CH2:27]1.